From a dataset of Reaction yield outcomes from USPTO patents with 853,638 reactions. Predict the reaction yield, written as a fraction of the theoretical maximum amount of product (1.0 means a 100% yield; for example, 0.34 means a 34% yield). (1) The reactants are [F:1][C:2]1[CH:7]=[C:6]([N+:8]([O-])=O)[C:5]([F:11])=[CH:4][C:3]=1[N:12]1[CH2:17][CH2:16][O:15][CH2:14][CH2:13]1. The catalyst is CCO.[Pd]. The product is [F:11][C:5]1[CH:4]=[C:3]([N:12]2[CH2:17][CH2:16][O:15][CH2:14][CH2:13]2)[C:2]([F:1])=[CH:7][C:6]=1[NH2:8]. The yield is 0.910. (2) The reactants are Cl[C:2]1[C:7]([Cl:8])=[N:6][CH:5]=[CH:4][N:3]=1.[NH:9]1[CH2:14][CH2:13][O:12][CH2:11][CH2:10]1.CCN(C(C)C)C(C)C.O. The catalyst is CS(C)=O. The product is [Cl:8][C:7]1[C:2]([N:9]2[CH2:14][CH2:13][O:12][CH2:11][CH2:10]2)=[N:3][CH:4]=[CH:5][N:6]=1. The yield is 0.928.